Dataset: Reaction yield outcomes from USPTO patents with 853,638 reactions. Task: Predict the reaction yield, written as a fraction of the theoretical maximum amount of product (1.0 means a 100% yield; for example, 0.34 means a 34% yield). (1) The reactants are CC1C=C(N2CCN(CC3C=CC(C(F)(F)F)=CC=3)C2=O)SC=1C(OCC)=O.[CH2:29]([NH:36][C:37]([C:39]1[S:43][C:42]([N:44]2[CH2:48][CH2:47][N:46]([CH2:49][C:50]([O:52]CC)=[O:51])[C:45]2=[O:55])=[N:41][C:40]=1[CH3:56])=[O:38])[C:30]1[CH:35]=[CH:34][CH:33]=[CH:32][CH:31]=1. No catalyst specified. The product is [CH2:29]([NH:36][C:37]([C:39]1[S:43][C:42]([N:44]2[CH2:48][CH2:47][N:46]([CH2:49][C:50]([OH:52])=[O:51])[C:45]2=[O:55])=[N:41][C:40]=1[CH3:56])=[O:38])[C:30]1[CH:35]=[CH:34][CH:33]=[CH:32][CH:31]=1. The yield is 0.890. (2) The reactants are [CH3:1][O:2][C:3]1[CH:8]=[CH:7][C:6]([C:9]([OH:11])=[O:10])=[CH:5][C:4]=1[C:12]([OH:14])=[O:13].C(=O)([O-])[O-].[K+].[K+].Cl.[N:22]1[CH:27]=[CH:26][CH:25]=[CH:24][C:23]=1CCl.[CH3:30][N:31]([CH3:34])C=O. No catalyst specified. The product is [N:31]1[CH:34]=[CH:5][C:4]([CH:12]([O:10][C:9](=[O:11])[C:6]2[CH:7]=[CH:8][C:3]([O:2][CH3:1])=[C:4]([C:12]([OH:14])=[O:13])[CH:5]=2)[C:25]2[CH:24]=[CH:23][N:22]=[CH:27][CH:26]=2)=[CH:3][CH:30]=1. The yield is 0.480. (3) The reactants are [CH3:1][C:2]([CH3:15])=[CH:3][C:4]([NH:6][C:7]1[CH:12]=[CH:11][C:10]([O:13][CH3:14])=[CH:9][CH:8]=1)=[O:5].[Cl-].[Cl-].[Cl-].[Al+3]. The catalyst is ClCCl. The product is [CH3:1][C:2]1([CH3:15])[C:8]2[C:7](=[CH:12][CH:11]=[C:10]([O:13][CH3:14])[CH:9]=2)[NH:6][C:4](=[O:5])[CH2:3]1. The yield is 0.770. (4) The reactants are [CH3:1][O:2][CH:3]1[O:8][CH2:7][CH:6]([CH2:9][O:10][C:11]2[CH:16]=[CH:15][N+:14]([O-])=[C:13]([CH3:18])[C:12]=2[CH3:19])[CH2:5][O:4]1.C(OC(=O)C)(=[O:22])C. No catalyst specified. The product is [CH3:1][O:2][CH:3]1[O:8][CH2:7][CH:6]([CH2:9][O:10][C:11]2[CH:16]=[CH:15][N:14]=[C:13]([CH2:18][OH:22])[C:12]=2[CH3:19])[CH2:5][O:4]1. The yield is 0.228. (5) The reactants are [C:1]([C:3]1[C:4]([C:20]([F:23])([F:22])[F:21])=[C:5]2[C:9](=[CH:10][CH:11]=1)[N:8]([CH2:12][C:13](=[NH:16])[NH:14][OH:15])[C:7]([CH2:17][CH2:18][CH3:19])=[CH:6]2)#[N:2].[Cl:24][C:25]1[CH:33]=[CH:32][C:31]([Cl:34])=[CH:30][C:26]=1[C:27](Cl)=O.C(N(CC)CC)C. The catalyst is C(#N)C. The product is [Cl:24][C:25]1[CH:33]=[CH:32][C:31]([Cl:34])=[CH:30][C:26]=1[C:27]1[O:15][N:14]=[C:13]([CH2:12][N:8]2[C:9]3[C:5](=[C:4]([C:20]([F:22])([F:23])[F:21])[C:3]([C:1]#[N:2])=[CH:11][CH:10]=3)[CH:6]=[C:7]2[CH2:17][CH2:18][CH3:19])[N:16]=1. The yield is 0.420. (6) The reactants are [CH3:1][C:2]1[O:6][N:5]=[C:4]([C:7]2[CH:12]=[CH:11][CH:10]=[CH:9][CH:8]=2)[C:3]=1[C:13]1[N:14]=[C:15]2[CH:20]=[CH:19][C:18]([C:21]([OH:23])=O)=[CH:17][N:16]2[CH:24]=1.[CH3:45][C:43]1O[N:40]=[C:41](C2C=CC=CC=2)[C:42]=1C1N=C2C=[C:43]([C:45](O)=O)[CH:42]=[CH:41][N:40]2C=1. No catalyst specified. The product is [CH:41]1([NH:40][C:21]([C:18]2[CH:19]=[CH:20][C:15]3[N:16]([CH:24]=[C:13]([C:3]4[C:4]([C:7]5[CH:8]=[CH:9][CH:10]=[CH:11][CH:12]=5)=[N:5][O:6][C:2]=4[CH3:1])[N:14]=3)[CH:17]=2)=[O:23])[CH2:42][CH2:43][CH2:45]1. The yield is 0.820.